Dataset: NCI-60 drug combinations with 297,098 pairs across 59 cell lines. Task: Regression. Given two drug SMILES strings and cell line genomic features, predict the synergy score measuring deviation from expected non-interaction effect. (1) Cell line: HCT116. Synergy scores: CSS=10.2, Synergy_ZIP=-2.46, Synergy_Bliss=-3.47, Synergy_Loewe=4.92, Synergy_HSA=-1.11. Drug 2: COC1=NC(=NC2=C1N=CN2C3C(C(C(O3)CO)O)O)N. Drug 1: C1CC(C1)(C(=O)O)C(=O)O.[NH2-].[NH2-].[Pt+2]. (2) Drug 1: CC1=C2C(C(=O)C3(C(CC4C(C3C(C(C2(C)C)(CC1OC(=O)C(C(C5=CC=CC=C5)NC(=O)C6=CC=CC=C6)O)O)OC(=O)C7=CC=CC=C7)(CO4)OC(=O)C)O)C)OC(=O)C. Synergy scores: CSS=37.3, Synergy_ZIP=1.53, Synergy_Bliss=5.02, Synergy_Loewe=5.25, Synergy_HSA=6.01. Cell line: OVCAR-5. Drug 2: CC1C(C(CC(O1)OC2CC(OC(C2O)C)OC3=CC4=CC5=C(C(=O)C(C(C5)C(C(=O)C(C(C)O)O)OC)OC6CC(C(C(O6)C)O)OC7CC(C(C(O7)C)O)OC8CC(C(C(O8)C)O)(C)O)C(=C4C(=C3C)O)O)O)O. (3) Drug 1: C1=CC(=CC=C1CCCC(=O)O)N(CCCl)CCCl. Drug 2: CNC(=O)C1=NC=CC(=C1)OC2=CC=C(C=C2)NC(=O)NC3=CC(=C(C=C3)Cl)C(F)(F)F. Cell line: OVCAR3. Synergy scores: CSS=20.9, Synergy_ZIP=-5.14, Synergy_Bliss=-2.34, Synergy_Loewe=-7.45, Synergy_HSA=-2.14. (4) Drug 1: COC1=CC(=CC(=C1O)OC)C2C3C(COC3=O)C(C4=CC5=C(C=C24)OCO5)OC6C(C(C7C(O6)COC(O7)C8=CC=CS8)O)O. Drug 2: COC1=NC(=NC2=C1N=CN2C3C(C(C(O3)CO)O)O)N. Cell line: SNB-19. Synergy scores: CSS=12.6, Synergy_ZIP=5.15, Synergy_Bliss=2.96, Synergy_Loewe=-41.8, Synergy_HSA=-2.50. (5) Drug 1: COC1=C(C=C2C(=C1)N=CN=C2NC3=CC(=C(C=C3)F)Cl)OCCCN4CCOCC4. Drug 2: C1=CC=C(C(=C1)C(C2=CC=C(C=C2)Cl)C(Cl)Cl)Cl. Cell line: HS 578T. Synergy scores: CSS=15.8, Synergy_ZIP=-0.0423, Synergy_Bliss=5.41, Synergy_Loewe=-3.41, Synergy_HSA=5.63. (6) Drug 1: CC=C1C(=O)NC(C(=O)OC2CC(=O)NC(C(=O)NC(CSSCCC=C2)C(=O)N1)C(C)C)C(C)C. Drug 2: CN(CCCl)CCCl.Cl. Cell line: BT-549. Synergy scores: CSS=42.0, Synergy_ZIP=-4.10, Synergy_Bliss=-0.0184, Synergy_Loewe=-2.50, Synergy_HSA=2.07. (7) Drug 1: C1CN1P(=S)(N2CC2)N3CC3. Drug 2: CC(C)(C#N)C1=CC(=CC(=C1)CN2C=NC=N2)C(C)(C)C#N. Cell line: RPMI-8226. Synergy scores: CSS=28.0, Synergy_ZIP=-4.69, Synergy_Bliss=-3.19, Synergy_Loewe=-3.25, Synergy_HSA=-3.33.